From a dataset of Full USPTO retrosynthesis dataset with 1.9M reactions from patents (1976-2016). Predict the reactants needed to synthesize the given product. (1) Given the product [CH:22]([C:25]1[N:29]=[C:28]([CH:30]2[CH2:35][CH2:34][N:33]([C:2]3[C:7]([C:8]#[N:9])=[C:6]([O:10][C:11]4[CH:16]=[CH:15][C:14]([S:17]([CH3:20])(=[O:19])=[O:18])=[CH:13][CH:12]=4)[N:5]=[C:4]([CH3:21])[N:3]=3)[CH2:32][CH2:31]2)[O:27][N:26]=1)([CH3:24])[CH3:23], predict the reactants needed to synthesize it. The reactants are: Cl[C:2]1[C:7]([C:8]#[N:9])=[C:6]([O:10][C:11]2[CH:16]=[CH:15][C:14]([S:17]([CH3:20])(=[O:19])=[O:18])=[CH:13][CH:12]=2)[N:5]=[C:4]([CH3:21])[N:3]=1.[CH:22]([C:25]1[N:29]=[C:28]([CH:30]2[CH2:35][CH2:34][NH:33][CH2:32][CH2:31]2)[O:27][N:26]=1)([CH3:24])[CH3:23].C(=O)([O-])[O-].[K+].[K+].C(=O)(O)[O-].[Na+]. (2) Given the product [NH2:2][CH2:3][C:4]([O-:6])=[O:5].[Fe+2:1].[NH2:2][CH2:3][C:4]([O-:6])=[O:5], predict the reactants needed to synthesize it. The reactants are: [Fe:1].[NH2:2][CH2:3][C:4]([OH:6])=[O:5]. (3) Given the product [OH:3][CH2:4][CH:5]([O:7][CH:8]1[CH2:11][N:10]([C:12]([O:14][C:15]([CH3:16])([CH3:18])[CH3:17])=[O:13])[CH2:9]1)[CH3:6], predict the reactants needed to synthesize it. The reactants are: C([O:3][C:4](=O)[CH:5]([O:7][CH:8]1[CH2:11][N:10]([C:12]([O:14][C:15]([CH3:18])([CH3:17])[CH3:16])=[O:13])[CH2:9]1)[CH3:6])C. (4) Given the product [F:1][C:2]1[CH:7]=[CH:6][C:5]([C@H:8]([NH:10][C@H:11]2[CH2:15][CH2:14][C@@H:13]([C:16]3[CH:17]=[N:18][C:19]([N:25]4[CH2:30][CH2:29][O:28][CH2:27][CH2:26]4)=[CH:20][CH:21]=3)[CH2:12]2)[CH3:9])=[CH:4][C:3]=1[O:23][CH3:24], predict the reactants needed to synthesize it. The reactants are: [F:1][C:2]1[CH:7]=[CH:6][C:5]([C@H:8]([NH:10][C@H:11]2[CH2:15][CH2:14][C@@H:13]([C:16]3[CH:17]=[N:18][C:19](F)=[CH:20][CH:21]=3)[CH2:12]2)[CH3:9])=[CH:4][C:3]=1[O:23][CH3:24].[NH:25]1[CH2:30][CH2:29][O:28][CH2:27][CH2:26]1. (5) Given the product [C:1]([Si:5]([CH3:15])([CH3:16])[O:6][CH2:7][CH2:8][C@H:9]1[C:10]([CH3:11])([CH3:13])[O:12][C:18]([CH3:23])([CH3:19])[O:14]1)([CH3:4])([CH3:3])[CH3:2], predict the reactants needed to synthesize it. The reactants are: [C:1]([Si:5]([CH3:16])([CH3:15])[O:6][CH2:7][CH2:8][C@H:9]([OH:14])[C:10]([CH3:13])([OH:12])[CH3:11])([CH3:4])([CH3:3])[CH3:2].O.[C:18]1(C)[CH:23]=CC(S(O)(=O)=O)=C[CH:19]=1.